The task is: Predict the reaction yield, written as a fraction of the theoretical maximum amount of product (1.0 means a 100% yield; for example, 0.34 means a 34% yield).. This data is from Reaction yield outcomes from USPTO patents with 853,638 reactions. (1) The reactants are [N:1]1[CH:6]=[CH:5][CH:4]=[N:3][C:2]=1[C:7]1[CH:14]=[CH:13][C:10]([CH:11]=O)=[CH:9][CH:8]=1.[Br-].[O:16]1CCO[CH:17]1[CH2:21][P+](C1C=CC=CC=1)(C1C=CC=CC=1)C1C=CC=CC=1.COCCOCCN(CCOCCOC)CCOCCOC. The catalyst is ClCCl.C([O-])([O-])=O.[K+].[K+]. The product is [N:1]1[CH:6]=[CH:5][CH:4]=[N:3][C:2]=1[C:7]1[CH:14]=[CH:13][C:10](/[CH:11]=[CH:21]/[CH:17]=[O:16])=[CH:9][CH:8]=1. The yield is 0.570. (2) The reactants are [N:1]1[CH:6]=[CH:5][C:4]([C:7]2[N:8]=[C:9]([OH:16])[C:10]3[S:15][CH:14]=[CH:13][C:11]=3[N:12]=2)=[CH:3][CH:2]=1.[Br:17]Br. The catalyst is CC(O)=O. The product is [Br:17][C:13]1[C:11]2[N:12]=[C:7]([C:4]3[CH:3]=[CH:2][N:1]=[CH:6][CH:5]=3)[N:8]=[C:9]([OH:16])[C:10]=2[S:15][CH:14]=1. The yield is 0.900. (3) The reactants are Br[C:2]1[S:10][C:9]2[C:4](=[N:5][CH:6]=[CH:7][C:8]=2[O:11][C:12]2[CH:17]=[CH:16][C:15]([N+:18]([O-:20])=[O:19])=[CH:14][C:13]=2[F:21])[CH:3]=1.[N:22]1[CH:27]=[CH:26][C:25](B(O)O)=[CH:24][CH:23]=1.[F-].[Cs+].C([O-])(O)=O.[Na+]. The catalyst is COCCOC.O.C1C=CC([P]([Pd]([P](C2C=CC=CC=2)(C2C=CC=CC=2)C2C=CC=CC=2)([P](C2C=CC=CC=2)(C2C=CC=CC=2)C2C=CC=CC=2)[P](C2C=CC=CC=2)(C2C=CC=CC=2)C2C=CC=CC=2)(C2C=CC=CC=2)C2C=CC=CC=2)=CC=1. The product is [F:21][C:13]1[CH:14]=[C:15]([N+:18]([O-:20])=[O:19])[CH:16]=[CH:17][C:12]=1[O:11][C:8]1[CH:7]=[CH:6][N:5]=[C:4]2[CH:3]=[C:2]([C:25]3[CH:26]=[CH:27][N:22]=[CH:23][CH:24]=3)[S:10][C:9]=12. The yield is 0.750. (4) The reactants are S(OC)(O[CH3:5])(=O)=O.[NH2:8][C:9]1[N:10]=[C:11]([C:15]2[CH:20]=[CH:19][C:18]([CH2:21][C@H:22]([O:27][CH2:28][CH3:29])[C:23]([O:25][CH3:26])=[O:24])=[CH:17][CH:16]=2)[N:12]([CH3:14])[N:13]=1.[CH2:30](OCC)C. The catalyst is C(N(CC)CC)C.O1CCCC1. The product is [CH2:28]([O:27][C@@H:22]([CH2:21][C:18]1[CH:17]=[CH:16][C:15]([C:11]2[N:12]([CH3:14])[N:13]=[C:9]([NH:8][CH3:5])[N:10]=2)=[CH:20][CH:19]=1)[C:23]([O:25][CH3:26])=[O:24])[CH3:29].[CH2:28]([O:27][C@@H:22]([CH2:21][C:18]1[CH:19]=[CH:20][C:15]([C:11]2[N:12]([CH3:14])[N:13]=[C:9]([NH:8][CH3:30])[N:10]=2)=[CH:16][CH:17]=1)[C:23]([OH:25])=[O:24])[CH3:29]. The yield is 0.160. (5) The reactants are Cl[C:2]1[C:11]2[C:6](=[CH:7][C:8]([O:14][CH3:15])=[C:9]([O:12][CH3:13])[CH:10]=2)[N:5]=[CH:4][CH:3]=1.[Cl:16][C:17]1[CH:38]=[CH:37][C:20]([CH2:21][N:22]2[C:27](=[O:28])[C:26]([C:29]3[CH:34]=[CH:33][C:32]([OH:35])=[C:31]([F:36])[CH:30]=3)=[CH:25][N:24]=[CH:23]2)=[CH:19][CH:18]=1. No catalyst specified. The product is [Cl:16][C:17]1[CH:18]=[CH:19][C:20]([CH2:21][N:22]2[C:27](=[O:28])[C:26]([C:29]3[CH:34]=[CH:33][C:32]([O:35][C:2]4[C:11]5[C:6](=[CH:7][C:8]([O:14][CH3:15])=[C:9]([O:12][CH3:13])[CH:10]=5)[N:5]=[CH:4][CH:3]=4)=[C:31]([F:36])[CH:30]=3)=[CH:25][N:24]=[CH:23]2)=[CH:37][CH:38]=1. The yield is 0.360. (6) The reactants are Cl.[C:2]([C:6]1[O:10][N:9]=[C:8]([NH:11][C:12](=[O:35])[NH:13][C:14]2[CH:19]=[CH:18][C:17]([NH:20][C:21](=[O:34])[C:22]3[CH:27]=[CH:26][C:25]([O:28][C@H:29]4[CH2:33][CH2:32][NH:31][CH2:30]4)=[CH:24][N:23]=3)=[CH:16][CH:15]=2)[CH:7]=1)([CH3:5])([CH3:4])[CH3:3].Cl.F[CH2:38][C:39](C1ON=C(NC(=O)NC2C=CC(NC(=O)C3C=CC(OC4CCNCC4)=CN=3)=CC=2)C=1)(C)[CH2:40]F. No catalyst specified. The product is [C:2]([C:6]1[O:10][N:9]=[C:8]([NH:11][C:12](=[O:35])[NH:13][C:14]2[CH:19]=[CH:18][C:17]([NH:20][C:21](=[O:34])[C:22]3[CH:27]=[CH:26][C:25]([O:28][C@H:29]4[CH2:33][CH2:32][N:31]([CH:39]([CH3:40])[CH3:38])[CH2:30]4)=[CH:24][N:23]=3)=[CH:16][CH:15]=2)[CH:7]=1)([CH3:5])([CH3:3])[CH3:4]. The yield is 0.940. (7) The reactants are [C:1]1([S:7]([NH:10][C:11](=[O:36])[CH:12]([NH:26][C:27]2[CH:35]=[CH:34][C:30]([C:31]([NH2:33])=[NH:32])=[CH:29][CH:28]=2)[C:13]2[CH:18]=[CH:17][C:16]([O:19][CH:20]([CH3:22])[CH3:21])=[C:15]([O:23][CH2:24][CH3:25])[CH:14]=2)(=[O:9])=[O:8])[CH:6]=[CH:5][CH:4]=[CH:3][CH:2]=1.CO.O.[C:40]([OH:46])([C:42]([F:45])([F:44])[F:43])=[O:41]. The catalyst is C=O. The product is [F:43][C:42]([F:45])([F:44])[C:40]([OH:46])=[O:41].[C:1]1([S:7]([N:10]2[C:11](=[O:36])[CH:12]([C:13]3[CH:18]=[CH:17][C:16]([O:19][CH:20]([CH3:21])[CH3:22])=[C:15]([O:23][CH2:24][CH3:25])[CH:14]=3)[N:26]([C:27]3[CH:35]=[CH:34][C:30]([C:31]([NH2:33])=[NH:32])=[CH:29][CH:28]=3)[CH2:40]2)(=[O:9])=[O:8])[CH:2]=[CH:3][CH:4]=[CH:5][CH:6]=1. The yield is 0.975.